This data is from NCI-60 drug combinations with 297,098 pairs across 59 cell lines. The task is: Regression. Given two drug SMILES strings and cell line genomic features, predict the synergy score measuring deviation from expected non-interaction effect. (1) Drug 2: CC1C(C(CC(O1)OC2CC(CC3=C2C(=C4C(=C3O)C(=O)C5=C(C4=O)C(=CC=C5)OC)O)(C(=O)CO)O)N)O.Cl. Cell line: NCI-H460. Drug 1: CC12CCC3C(C1CCC2=O)CC(=C)C4=CC(=O)C=CC34C. Synergy scores: CSS=51.2, Synergy_ZIP=5.46, Synergy_Bliss=4.76, Synergy_Loewe=-3.25, Synergy_HSA=4.94. (2) Drug 1: C1C(C(OC1N2C=NC3=C(N=C(N=C32)Cl)N)CO)O. Drug 2: CN(CCCl)CCCl.Cl. Cell line: MALME-3M. Synergy scores: CSS=36.5, Synergy_ZIP=-10.8, Synergy_Bliss=-1.05, Synergy_Loewe=-19.8, Synergy_HSA=2.08. (3) Synergy scores: CSS=35.8, Synergy_ZIP=2.64, Synergy_Bliss=10.2, Synergy_Loewe=-51.9, Synergy_HSA=8.76. Drug 1: CC1C(C(=O)NC(C(=O)N2CCCC2C(=O)N(CC(=O)N(C(C(=O)O1)C(C)C)C)C)C(C)C)NC(=O)C3=C4C(=C(C=C3)C)OC5=C(C(=O)C(=C(C5=N4)C(=O)NC6C(OC(=O)C(N(C(=O)CN(C(=O)C7CCCN7C(=O)C(NC6=O)C(C)C)C)C)C(C)C)C)N)C. Cell line: MDA-MB-435. Drug 2: CC1=C(C=C(C=C1)NC(=O)C2=CC=C(C=C2)CN3CCN(CC3)C)NC4=NC=CC(=N4)C5=CN=CC=C5. (4) Synergy scores: CSS=48.1, Synergy_ZIP=0.549, Synergy_Bliss=-0.492, Synergy_Loewe=-7.33, Synergy_HSA=0.298. Drug 2: C1=NC2=C(N=C(N=C2N1C3C(C(C(O3)CO)O)F)Cl)N. Drug 1: CC12CCC3C(C1CCC2=O)CC(=C)C4=CC(=O)C=CC34C. Cell line: MALME-3M. (5) Drug 1: C1CC(CNC1)C2=CC=C(C=C2)N3C=C4C=CC=C(C4=N3)C(=O)N. Drug 2: CCC1=C2CN3C(=CC4=C(C3=O)COC(=O)C4(CC)O)C2=NC5=C1C=C(C=C5)O. Cell line: OVCAR3. Synergy scores: CSS=19.4, Synergy_ZIP=-0.0810, Synergy_Bliss=-0.532, Synergy_Loewe=2.30, Synergy_HSA=2.46. (6) Drug 1: CS(=O)(=O)OCCCCOS(=O)(=O)C. Drug 2: N.N.Cl[Pt+2]Cl. Cell line: TK-10. Synergy scores: CSS=19.0, Synergy_ZIP=-4.81, Synergy_Bliss=-3.86, Synergy_Loewe=-25.0, Synergy_HSA=-3.36. (7) Drug 1: CS(=O)(=O)OCCCCOS(=O)(=O)C. Drug 2: CC1C(C(CC(O1)OC2CC(CC3=C2C(=C4C(=C3O)C(=O)C5=C(C4=O)C(=CC=C5)OC)O)(C(=O)CO)O)N)O.Cl. Cell line: SN12C. Synergy scores: CSS=32.9, Synergy_ZIP=-2.19, Synergy_Bliss=-5.81, Synergy_Loewe=-33.8, Synergy_HSA=-5.56.